Dataset: Reaction yield outcomes from USPTO patents with 853,638 reactions. Task: Predict the reaction yield, written as a fraction of the theoretical maximum amount of product (1.0 means a 100% yield; for example, 0.34 means a 34% yield). The reactants are Br[C:2]1[CH:10]=[CH:9][C:5]([C:6]([NH2:8])=[O:7])=[C:4]([CH3:11])[CH:3]=1.[CH3:12][C:13]1([CH3:29])[C:17]([CH3:19])([CH3:18])[O:16][B:15]([B:15]2[O:16][C:17]([CH3:19])([CH3:18])[C:13]([CH3:29])([CH3:12])[O:14]2)[O:14]1.CC([O-])=O.[K+]. The catalyst is O1CCOCC1.C1C=CC(P(C2C=CC=CC=2)[C-]2C=CC=C2)=CC=1.C1C=CC(P(C2C=CC=CC=2)[C-]2C=CC=C2)=CC=1.Cl[Pd]Cl.[Fe+2]. The product is [CH3:11][C:4]1[CH:3]=[C:2]([B:15]2[O:16][C:17]([CH3:19])([CH3:18])[C:13]([CH3:29])([CH3:12])[O:14]2)[CH:10]=[CH:9][C:5]=1[C:6]([NH2:8])=[O:7]. The yield is 0.600.